Dataset: Cav3 T-type calcium channel HTS with 100,875 compounds. Task: Binary Classification. Given a drug SMILES string, predict its activity (active/inactive) in a high-throughput screening assay against a specified biological target. (1) The drug is O=C1CC(Cc2n(c(=O)c(cc12)C(=O)N1CCC(CC1)C)c1ccc(OC)cc1)(C)C. The result is 0 (inactive). (2) The molecule is o1c2c(c3c(c1=O)cccc3)ccc(OC)c2. The result is 0 (inactive). (3) The molecule is O=C(N)/C(=C(\Nc1ccc(cc1)C)C)C#N. The result is 0 (inactive). (4) The drug is O1c2cc(c3n(c4c(c(=O)c3)cccc4)C)ccc2OC1. The result is 0 (inactive). (5) The result is 0 (inactive). The compound is O=C1N(C(=O)NC21C(CCCC2)C)CC(=O)c1c(n(c(c1)C)c1noc(c1)C)C. (6) The molecule is S(c1ccc(cc1)C)Cc1onc(n1)c1ccccc1. The result is 0 (inactive). (7) The drug is Clc1c(OCc2c(onc2C)C)c2nc(ccc2c(Cl)c1)C. The result is 0 (inactive). (8) The result is 0 (inactive). The molecule is O(C(=O)N1CCCC1)c1c2c(c(OC(=O)N3CCCC3)ccc2)ccc1.